Predict which catalyst facilitates the given reaction. From a dataset of Catalyst prediction with 721,799 reactions and 888 catalyst types from USPTO. (1) Reactant: [Br-:1].[Br-].[Br-].[NH+]1C=CC=CC=1.[NH+]1C=CC=CC=1.[NH+]1C=CC=CC=1.[C:22]([C:25]1[CH:26]=[CH:27][C:28]([Br:31])=[N:29][CH:30]=1)(=[O:24])[CH3:23]. Product: [Br:1][CH2:23][C:22]([C:25]1[CH:30]=[N:29][C:28]([Br:31])=[CH:27][CH:26]=1)=[O:24]. The catalyst class is: 1. (2) Reactant: [CH:1]1([NH:4][C:5](=[O:11])/[CH:6]=[CH:7]/[CH2:8][CH2:9][CH3:10])[CH2:3][CH2:2]1.OO.NC(N)=[O:16].FC(F)(F)C(OC(=O)C(F)(F)F)=O. Product: [CH:1]1([NH:4][C:5]([CH:6]2[CH:7]([CH2:8][CH2:9][CH3:10])[O:16]2)=[O:11])[CH2:3][CH2:2]1. The catalyst class is: 2.